This data is from hERG potassium channel inhibition data for cardiac toxicity prediction from Karim et al.. The task is: Regression/Classification. Given a drug SMILES string, predict its toxicity properties. Task type varies by dataset: regression for continuous values (e.g., LD50, hERG inhibition percentage) or binary classification for toxic/non-toxic outcomes (e.g., AMES mutagenicity, cardiotoxicity, hepatotoxicity). Dataset: herg_karim. (1) The drug is O=C(N[C@@H]1C2CCN(CC2)[C@H]1Cc1cccnc1)c1cc2ccccc2o1. The result is 0 (non-blocker). (2) The compound is C[C@H](N)CNc1nc(-c2ccncc2)cc2cnccc12. The result is 0 (non-blocker). (3) The drug is O=C(/C=C/c1ccc(CN(CCO)CCc2c[nH]c3ccccc23)cc1)NO. The result is 0 (non-blocker).